Dataset: Forward reaction prediction with 1.9M reactions from USPTO patents (1976-2016). Task: Predict the product of the given reaction. (1) Given the reactants [CH2:1]1[CH2:12][CH2:11][CH2:10][CH2:9][CH2:8][CH2:7][CH2:6][CH2:5][CH2:4][CH2:3][CH2:2]1.[OH:13]N1[C:24](=[O:25])[C:23]2[C:18](=[CH:19][CH:20]=[CH:21][CH:22]=2)S1(=O)=O.[C:26]([OH:29])(=[O:28])[CH3:27], predict the reaction product. The product is: [C:1]1(=[O:13])[CH2:12][CH2:11][CH2:10][CH2:9][CH2:8][CH2:7][CH2:6][CH2:5][CH2:4][CH2:3][CH2:2]1.[CH:24]1([OH:25])[CH2:23][CH2:18][CH2:19][CH2:20][CH2:21][CH2:22][CH2:11][CH2:12][CH2:1][CH2:2][CH2:3]1.[C:26]([O:29][CH:1]1[CH2:12][CH2:11][CH2:10][CH2:9][CH2:8][CH2:7][CH2:6][CH2:5][CH2:4][CH2:3][CH2:2]1)(=[O:28])[CH3:27]. (2) Given the reactants [C:1]([C:4]1[CH:9]=[CH:8][CH:7]=[CH:6][C:5]=1[NH:10][C:11]([C:13]1[CH:18]=[C:17](Cl)[N:16]=[C:15]([C:20]2[CH:25]=[CH:24][CH:23]=[CH:22][CH:21]=2)[N:14]=1)=[O:12])(=[O:3])[CH3:2].[CH3:26][N:27]([CH3:31])[CH2:28][CH2:29][NH2:30], predict the reaction product. The product is: [C:1]([C:4]1[CH:9]=[CH:8][CH:7]=[CH:6][C:5]=1[NH:10][C:11]([C:13]1[CH:18]=[C:17]([NH:30][CH2:29][CH2:28][N:27]([CH3:31])[CH3:26])[N:16]=[C:15]([C:20]2[CH:25]=[CH:24][CH:23]=[CH:22][CH:21]=2)[N:14]=1)=[O:12])(=[O:3])[CH3:2]. (3) Given the reactants [CH3:1][O:2][C:3]([C:5]1[CH:10]=[CH:9][C:8]([C@@H:11]([NH:13][C:14]([C@H:16]2[CH2:25][C:24]3[C:19](=[CH:20][CH:21]=[CH:22][CH:23]=3)[CH2:18][N:17]2C(OC(C)(C)C)=O)=[O:15])[CH3:12])=[CH:7][CH:6]=1)=[O:4].O1CCOCC1.[ClH:39], predict the reaction product. The product is: [ClH:39].[CH2:18]1[C:19]2[C:24](=[CH:23][CH:22]=[CH:21][CH:20]=2)[CH2:25][C@H:16]([C:14]([NH:13][C@H:11]([C:8]2[CH:7]=[CH:6][C:5]([C:3]([O:2][CH3:1])=[O:4])=[CH:10][CH:9]=2)[CH3:12])=[O:15])[NH:17]1. (4) Given the reactants [NH:1]1[CH2:6][CH2:5][CH:4]([C:7]([O:9][CH3:10])=[O:8])[CH2:3][CH2:2]1.CCN(CC)CC.[CH3:18][C:19]([O:22][C:23](O[C:23]([O:22][C:19]([CH3:21])([CH3:20])[CH3:18])=[O:24])=[O:24])([CH3:21])[CH3:20], predict the reaction product. The product is: [N:1]1([C:23]([O:22][C:19]([CH3:21])([CH3:20])[CH3:18])=[O:24])[CH2:6][CH2:5][CH:4]([C:7]([O:9][CH3:10])=[O:8])[CH2:3][CH2:2]1.